From a dataset of Catalyst prediction with 721,799 reactions and 888 catalyst types from USPTO. Predict which catalyst facilitates the given reaction. (1) Reactant: [H-].[K+].[NH2:3][C:4]1[C:9]([F:10])=[CH:8][C:7]([OH:11])=[C:6]([F:12])[CH:5]=1.Cl[C:14]1[CH:19]=[CH:18][N:17]=[C:16]([C:20]([NH2:22])=[O:21])[CH:15]=1. Product: [NH2:3][C:4]1[C:9]([F:10])=[CH:8][C:7]([O:11][C:14]2[CH:19]=[CH:18][N:17]=[C:16]([C:20]([NH2:22])=[O:21])[CH:15]=2)=[C:6]([F:12])[CH:5]=1. The catalyst class is: 3. (2) Reactant: Cl[C:2]1[CH:7]=[C:6]([CH:8]([CH3:10])[CH3:9])[NH:5][C:4](=[O:11])[C:3]=1[N+:12]([O-:14])=[O:13].[CH2:15]([NH2:17])[CH3:16].Cl.CCN(CC)CC. Product: [CH2:15]([NH:17][C:2]1[CH:7]=[C:6]([CH:8]([CH3:10])[CH3:9])[NH:5][C:4](=[O:11])[C:3]=1[N+:12]([O-:14])=[O:13])[CH3:16]. The catalyst class is: 496.